From a dataset of Reaction yield outcomes from USPTO patents with 853,638 reactions. Predict the reaction yield, written as a fraction of the theoretical maximum amount of product (1.0 means a 100% yield; for example, 0.34 means a 34% yield). (1) The reactants are [C:1]([C:3]1[CH:8]=[C:7]([S:9][CH3:10])[CH:6]=[CH:5][N:4]=1)#[N:2].[C:11](OC)(=[O:19])[C:12]1[C:13](=[CH:15][CH:16]=[CH:17][CH:18]=1)[SH:14].C(N(CC)CC)C. The catalyst is C1(C)C=CC=CC=1. The product is [CH3:10][S:9][C:7]1[CH:6]=[CH:5][N:4]=[C:3]([C:1]2[S:14][C:13]3[CH:15]=[CH:16][CH:17]=[CH:18][C:12]=3[C:11](=[O:19])[N:2]=2)[CH:8]=1. The yield is 0.680. (2) The reactants are C([NH:5][S:6]([C:9]1[S:10][C:11]([C:14]2[N:15]=[CH:16][N:17]([C:19]3[N:24]=[C:23]([C:25]4[CH:30]=[CH:29][C:28]([F:31])=[C:27]([F:32])[CH:26]=4)[CH:22]=[C:21]([C:33]([F:36])([F:35])[F:34])[N:20]=3)[CH:18]=2)=[CH:12][CH:13]=1)(=[O:8])=[O:7])(C)(C)C.C(O)(C(F)(F)F)=O. The catalyst is ClCCl. The product is [F:32][C:27]1[CH:26]=[C:25]([C:23]2[CH:22]=[C:21]([C:33]([F:35])([F:34])[F:36])[N:20]=[C:19]([N:17]3[CH:18]=[C:14]([C:11]4[S:10][C:9]([S:6]([NH2:5])(=[O:8])=[O:7])=[CH:13][CH:12]=4)[N:15]=[CH:16]3)[N:24]=2)[CH:30]=[CH:29][C:28]=1[F:31]. The yield is 0.460.